From a dataset of Reaction yield outcomes from USPTO patents with 853,638 reactions. Predict the reaction yield, written as a fraction of the theoretical maximum amount of product (1.0 means a 100% yield; for example, 0.34 means a 34% yield). (1) The reactants are [CH3:1][O:2][C:3]([CH:5]1[C:13]2[C:8](=[CH:9][CH:10]=[CH:11][CH:12]=2)[C:7]([C:19]#[N:20])(O[Si](C)(C)C)[CH2:6]1)=[O:4].O.C1(C)C=CC(S(O)(=O)=O)=CC=1.[H][H]. The catalyst is CO.[OH-].[OH-].[Pd+2]. The product is [CH3:1][O:2][C:3]([CH:5]1[C:13]2[C:8](=[CH:9][CH:10]=[CH:11][CH:12]=2)[CH:7]([CH2:19][NH2:20])[CH2:6]1)=[O:4]. The yield is 0.890. (2) The reactants are [Br:1][C:2]1[C:3](Br)=[N:4][CH:5]=[C:6]([CH:12]=1)[C:7]([O:9][CH2:10][CH3:11])=[O:8].[CH3:14]B(O)O.C(=O)([O-])[O-].[K+].[K+]. The catalyst is C1C=CC([P]([Pd]([P](C2C=CC=CC=2)(C2C=CC=CC=2)C2C=CC=CC=2)([P](C2C=CC=CC=2)(C2C=CC=CC=2)C2C=CC=CC=2)[P](C2C=CC=CC=2)(C2C=CC=CC=2)C2C=CC=CC=2)(C2C=CC=CC=2)C2C=CC=CC=2)=CC=1.O1CCOCC1. The product is [Br:1][C:2]1[C:3]([CH3:14])=[N:4][CH:5]=[C:6]([CH:12]=1)[C:7]([O:9][CH2:10][CH3:11])=[O:8]. The yield is 0.450. (3) The reactants are [F:1][C:2]([F:7])([F:6])[C:3]([OH:5])=[O:4].[NH:8]1[CH2:12][CH2:11][CH2:10][C@H:9]1[CH2:13][O:14][C:15]1[CH:16]=[C:17]([C:21]2[CH:22]=[C:23]([CH2:27][CH2:28][CH2:29][OH:30])[CH:24]=[CH:25][CH:26]=2)[CH:18]=[N:19][CH:20]=1.C=O.[CH3:33]C1C(Br)=C(O)C(Br)=CC=1C1(C2C=C(Br)C(O)=C(Br)C=2C)OS(=O)(=O)C2C=CC=CC1=2.CC([O-])=O.[Na+].C([BH3-])#N.[Na+].C(O)(C(F)(F)F)=O. The catalyst is C(O)C. The product is [F:1][C:2]([F:7])([F:6])[C:3]([OH:5])=[O:4].[CH3:33][N:8]1[CH2:12][CH2:11][CH2:10][C@H:9]1[CH2:13][O:14][C:15]1[CH:16]=[C:17]([C:21]2[CH:22]=[C:23]([CH2:27][CH2:28][CH2:29][OH:30])[CH:24]=[CH:25][CH:26]=2)[CH:18]=[N:19][CH:20]=1. The yield is 0.440. (4) The reactants are [F:1][C:2]1[CH:3]=[C:4]([N:8]2[CH2:12][CH2:11][CH2:10][CH:9]2[C:13]2[CH:14]=[C:15]([C:31]([OH:33])=O)[CH:16]=[C:17]3[C:22]=2[O:21][C:20]([N:23]2[CH2:28][CH2:27][O:26][C@H:25]([CH3:29])[CH2:24]2)=[CH:19][C:18]3=[O:30])[CH:5]=[CH:6][CH:7]=1.[CH3:34][NH:35][CH3:36]. No catalyst specified. The product is [F:1][C:2]1[CH:3]=[C:4]([N:8]2[CH2:12][CH2:11][CH2:10][CH:9]2[C:13]2[CH:14]=[C:15]([C:31]([N:35]([CH3:36])[CH3:34])=[O:33])[CH:16]=[C:17]3[C:22]=2[O:21][C:20]([N:23]2[CH2:28][CH2:27][O:26][C@H:25]([CH3:29])[CH2:24]2)=[CH:19][C:18]3=[O:30])[CH:5]=[CH:6][CH:7]=1. The yield is 0.470.